Dataset: Reaction yield outcomes from USPTO patents with 853,638 reactions. Task: Predict the reaction yield, written as a fraction of the theoretical maximum amount of product (1.0 means a 100% yield; for example, 0.34 means a 34% yield). The reactants are [Br:1][C:2]1[CH:7]=[CH:6][C:5]([N:8]2[C:12](=[O:13])[NH:11][N:10]=[C:9]2[CH2:14][C@@H:15]2[CH2:19][CH2:18][N:17]([C:20](OC(C)(C)C)=[O:21])[CH2:16]2)=[C:4]([F:27])[CH:3]=1.Cl.O1CCOCC1.C(N(CC)[CH:39]([CH3:41])[CH3:40])(C)C.C1(C(Cl)=O)CC1. The catalyst is ClCCl.C1(C(Cl)=O)CC1. The product is [Br:1][C:2]1[CH:7]=[CH:6][C:5]([N:8]2[C:9]([CH2:14][C@@H:15]3[CH2:19][CH2:18][N:17]([C:20]([CH:39]4[CH2:41][CH2:40]4)=[O:21])[CH2:16]3)=[N:10][NH:11][C:12]2=[O:13])=[C:4]([F:27])[CH:3]=1. The yield is 0.670.